From a dataset of Reaction yield outcomes from USPTO patents with 853,638 reactions. Predict the reaction yield, written as a fraction of the theoretical maximum amount of product (1.0 means a 100% yield; for example, 0.34 means a 34% yield). (1) The reactants are [O:1]1[C:6]2[CH:7]=[CH:8][C:9]([CH:11]=[C:12]3[S:16][C:15](=[O:17])[NH:14][C:13]3=[O:18])=[CH:10][C:5]=2[NH:4][CH2:3][CH2:2]1.[C:19](Cl)(=[O:26])[C:20]1[CH:25]=[CH:24][CH:23]=[CH:22][CH:21]=1.CCN(C(C)C)C(C)C.CCOC(C)=O. The catalyst is C1COCC1. The product is [C:19]([N:4]1[C:5]2[CH:10]=[C:9]([CH:11]=[C:12]3[S:16][C:15](=[O:17])[NH:14][C:13]3=[O:18])[CH:8]=[CH:7][C:6]=2[O:1][CH2:2][CH2:3]1)(=[O:26])[C:20]1[CH:25]=[CH:24][CH:23]=[CH:22][CH:21]=1. The yield is 0.350. (2) The reactants are [CH3:1][C:2]1[CH:7]=[C:6]([CH3:8])[CH:5]=[C:4]([CH3:9])[C:3]=1[N:10]=[C:11]=[O:12].[NH2:13][C:14]1[CH:19]=[C:18]([Cl:20])[CH:17]=[CH:16][C:15]=1[C:21]([NH:23][C@@H:24]([CH:32]1[CH2:37][CH2:36][CH2:35][CH2:34][CH2:33]1)[C:25]([O:27][C:28]([CH3:31])([CH3:30])[CH3:29])=[O:26])=[O:22].CCCCCC.C(OCC)(=O)C. The catalyst is N1C=CC=CC=1. The product is [Cl:20][C:18]1[CH:17]=[CH:16][C:15]([C:21]([NH:23][C@@H:24]([CH:32]2[CH2:33][CH2:34][CH2:35][CH2:36][CH2:37]2)[C:25]([O:27][C:28]([CH3:31])([CH3:30])[CH3:29])=[O:26])=[O:22])=[C:14]([NH:13][C:11]([NH:10][C:3]2[C:2]([CH3:1])=[CH:7][C:6]([CH3:8])=[CH:5][C:4]=2[CH3:9])=[O:12])[CH:19]=1. The yield is 0.950. (3) The reactants are [CH3:1][O:2][C:3]1[CH:4]=[C:5]([CH:26]=[CH:27][C:28]=1[O:29][CH3:30])[CH2:6][CH2:7][NH:8][C:9](=O)[CH2:10][C:11]1[CH:16]=[CH:15][C:14]([C:17](=O)[C:18]2[CH:23]=[CH:22][CH:21]=[CH:20][CH:19]=2)=[CH:13][CH:12]=1.[CH2:31]([SH:34])[CH2:32][SH:33].B(F)(F)F.CCOCC.[BH4-].[Na+].[C:46]([OH:51])(=[O:50])[C:47]([OH:49])=[O:48]. The catalyst is C(Cl)(Cl)Cl.CCOCC.CO. The product is [C:46]([OH:51])(=[O:50])[C:47]([OH:49])=[O:48].[CH3:1][O:2][C:3]1[CH:4]=[C:5]2[C:26](=[CH:27][C:28]=1[O:29][CH3:30])[CH:9]([CH2:10][C:11]1[CH:16]=[CH:15][C:14]([C:17]3([C:18]4[CH:23]=[CH:22][CH:21]=[CH:20][CH:19]=4)[S:34][CH2:31][CH2:32][S:33]3)=[CH:13][CH:12]=1)[NH:8][CH2:7][CH2:6]2. The yield is 0.590.